This data is from Reaction yield outcomes from USPTO patents with 853,638 reactions. The task is: Predict the reaction yield, written as a fraction of the theoretical maximum amount of product (1.0 means a 100% yield; for example, 0.34 means a 34% yield). (1) The reactants are [O:1]1[C:5]2[CH:6]=[CH:7][C:8]([C:10]3([C:13]([NH:15][C:16]4[CH:17]=[C:18]5[C:22](=[CH:23][C:24]=4[F:25])[NH:21][CH:20]([C:26]([CH3:29])([CH3:28])[CH3:27])[CH2:19]5)=[O:14])[CH2:12][CH2:11]3)=[CH:9][C:4]=2[O:3][CH2:2]1.[O:30]1[CH2:35][CH2:34][CH2:33][CH:32]([CH:36]=O)[CH2:31]1.[BH-](OC(C)=O)(OC(C)=O)OC(C)=O.[Na+]. The catalyst is ClCCl. The product is [O:1]1[C:5]2[CH:6]=[CH:7][C:8]([C:10]3([C:13]([NH:15][C:16]4[CH:17]=[C:18]5[C:22](=[CH:23][C:24]=4[F:25])[N:21]([CH2:36][CH:32]4[CH2:33][CH2:34][CH2:35][O:30][CH2:31]4)[CH:20]([C:26]([CH3:29])([CH3:28])[CH3:27])[CH2:19]5)=[O:14])[CH2:12][CH2:11]3)=[CH:9][C:4]=2[O:3][CH2:2]1. The yield is 0.500. (2) The reactants are O=C1C2C(=CC=CC=2)C(=O)[N:3]1[O:12][CH2:13][C:14]1[N:15]=[CH:16][N:17]([C:19]([O:21][C:22]([CH3:25])([CH3:24])[CH3:23])=[O:20])[CH:18]=1.C(Cl)Cl.O.NN. The catalyst is C(O)C. The product is [NH2:3][O:12][CH2:13][C:14]1[N:15]=[CH:16][N:17]([C:19]([O:21][C:22]([CH3:25])([CH3:24])[CH3:23])=[O:20])[CH:18]=1. The yield is 0.510. (3) The reactants are [Cl:1][C:2]1[CH:7]=[CH:6][C:5]([S:8]([CH:11]([C:21]2[CH:26]=[C:25]([F:27])[CH:24]=[CH:23][C:22]=2[F:28])[C:12]2[N:17]=[CH:16][C:15]([C:18](O)=[O:19])=[CH:14][CH:13]=2)(=[O:10])=[O:9])=[CH:4][CH:3]=1.CN1CCOCC1.Cl.[CH3:37][O:38][NH2:39].Cl.C(N=C=NCCCN(C)C)C. The catalyst is ClCCl.C(OCC)(=O)C.O1CCCC1. The product is [Cl:1][C:2]1[CH:3]=[CH:4][C:5]([S:8]([CH:11]([C:21]2[CH:26]=[C:25]([F:27])[CH:24]=[CH:23][C:22]=2[F:28])[C:12]2[CH:13]=[CH:14][C:15]([C:18]([NH:39][O:38][CH3:37])=[O:19])=[CH:16][N:17]=2)(=[O:10])=[O:9])=[CH:6][CH:7]=1. The yield is 0.520. (4) The reactants are [CH3:1][N:2]1[C:14]2[CH2:13][CH2:12][CH2:11][C:10](=[O:15])[C:9]=2[C:8]2[C:3]1=[CH:4][CH:5]=[CH:6][CH:7]=2.[CH3:16][C:17]1[NH:18][CH:19]=[CH:20][N:21]=1.N1(CN2CCCCC2)CCCC[CH2:23]1.Cl[Si](C)(C)C. The catalyst is CN(C)C=O.O. The product is [CH3:1][N:2]1[C:14]2[CH2:13][CH2:12][CH:11]([CH2:23][N:18]3[CH:19]=[CH:20][N:21]=[C:17]3[CH3:16])[C:10](=[O:15])[C:9]=2[C:8]2[C:3]1=[CH:4][CH:5]=[CH:6][CH:7]=2. The yield is 0.680. (5) The reactants are [CH3:1][C:2]1([CH3:17])[C:6]([CH3:8])([CH3:7])[O:5][B:4]([C:9]2[CH:16]=[CH:15][C:12]([C:13]#[N:14])=[CH:11][CH:10]=2)[O:3]1.[CH2:18]([Mg]Br)[CH3:19].B(F)(F)F.CCOCC.Cl.[OH-].[Na+]. The catalyst is O1CCCC1.CC(C)[O-].[Ti+4].CC(C)[O-].CC(C)[O-].CC(C)[O-]. The product is [CH3:8][C:6]1([CH3:7])[C:2]([CH3:17])([CH3:1])[O:3][B:4]([C:9]2[CH:16]=[CH:15][C:12]([C:13]3([NH2:14])[CH2:19][CH2:18]3)=[CH:11][CH:10]=2)[O:5]1. The yield is 0.120.